This data is from Forward reaction prediction with 1.9M reactions from USPTO patents (1976-2016). The task is: Predict the product of the given reaction. (1) The product is: [C:1]([O:5][C:6](=[O:40])[NH:7][C:8]1([C:12]2[CH:17]=[CH:16][C:15]([C:18]3[C:23]([C:24]4[CH:29]=[CH:28][CH:27]=[CH:26][CH:25]=4)=[CH:22][N:21]4[N:30]=[C:31]([C:34]5[CH:39]=[CH:38][CH:37]=[CH:36][CH:35]=5)[C:32]([C:41]5[CH:46]=[CH:45][CH:44]=[CH:43][CH:42]=5)=[C:20]4[N:19]=3)=[CH:14][CH:13]=2)[CH2:11][CH2:10][CH2:9]1)([CH3:4])([CH3:3])[CH3:2]. Given the reactants [C:1]([O:5][C:6](=[O:40])[NH:7][C:8]1([C:12]2[CH:17]=[CH:16][C:15]([C:18]3[C:23]([C:24]4[CH:29]=[CH:28][CH:27]=[CH:26][CH:25]=4)=[CH:22][N:21]4[N:30]=[C:31]([C:34]5[CH:39]=[CH:38][CH:37]=[CH:36][CH:35]=5)[C:32](Br)=[C:20]4[N:19]=3)=[CH:14][CH:13]=2)[CH2:11][CH2:10][CH2:9]1)([CH3:4])([CH3:3])[CH3:2].[C:41]1(B(O)O)[CH:46]=[CH:45][CH:44]=[CH:43][CH:42]=1, predict the reaction product. (2) Given the reactants [C:1]1([C:7]2[S:11][CH:10]=[C:9]([CH2:12]O)[CH:8]=2)[CH:6]=[CH:5][CH:4]=[CH:3][CH:2]=1.C1C=CC(P(C2C=CC=CC=2)C2C=CC=CC=2)=CC=1.C(Br)(Br)(Br)[Br:34], predict the reaction product. The product is: [Br:34][CH2:12][C:9]1[CH:8]=[C:7]([C:1]2[CH:6]=[CH:5][CH:4]=[CH:3][CH:2]=2)[S:11][CH:10]=1. (3) Given the reactants [O:1]1[CH2:6][CH2:5][CH:4]([CH2:7][CH:8]2[CH2:13][C:12](=[O:14])[CH2:11][C:10](=[O:15])[CH2:9]2)[CH2:3][CH2:2]1.C([O-])(=O)C.C([O-])(=O)C.C([O-])(=O)C.[Br:28][C:29]1[CH:34]=[C:33]([CH3:35])[C:32]([Pb+3])=[C:31]([CH3:37])[CH:30]=1.C1(C)C=CC=CC=1.Cl, predict the reaction product. The product is: [Br:28][C:29]1[CH:34]=[C:33]([CH3:35])[C:32]([CH:11]2[C:12](=[O:14])[CH2:13][CH:8]([CH2:7][CH:4]3[CH2:3][CH2:2][O:1][CH2:6][CH2:5]3)[CH2:9][C:10]2=[O:15])=[C:31]([CH3:37])[CH:30]=1. (4) Given the reactants [F:1][C:2]1[CH:7]=[CH:6][C:5]([C:8]2[C:12]3=[N:13][CH:14]=[CH:15][C:16]([C:17]4[C:18](O)=[N:19][CH:20]=[N:21][CH:22]=4)=[C:11]3[O:10][N:9]=2)=[CH:4][CH:3]=1.P(Cl)(Cl)([Cl:26])=O, predict the reaction product. The product is: [Cl:26][C:18]1[C:17]([C:16]2[CH:15]=[CH:14][N:13]=[C:12]3[C:8]([C:5]4[CH:6]=[CH:7][C:2]([F:1])=[CH:3][CH:4]=4)=[N:9][O:10][C:11]=23)=[CH:22][N:21]=[CH:20][N:19]=1.